Dataset: Reaction yield outcomes from USPTO patents with 853,638 reactions. Task: Predict the reaction yield, written as a fraction of the theoretical maximum amount of product (1.0 means a 100% yield; for example, 0.34 means a 34% yield). (1) The reactants are [C:1]12[CH:24]=[C:22]3[N:23]=[C:19]([CH:20]=[CH:21]3)[CH:18]=[C:16]3[NH:17][C:13]([CH:14]=[CH:15]3)=[CH:12][C:10]3=[N:11][C:7]([CH:8]=[CH:9]3)=[CH:6][C:4]([NH:5]1)=[CH:3][CH:2]=2.[Zn:25](OC(C)=O)OC(C)=O.O.O. The catalyst is C(Cl)(Cl)Cl.CO. The product is [C:1]12[CH:24]=[C:22]3[N:23]=[C:19]([CH:20]=[CH:21]3)[CH:18]=[C:16]3[NH:17][C:13]([CH:14]=[CH:15]3)=[CH:12][C:10]3=[N:11][C:7]([CH:8]=[CH:9]3)=[CH:6][C:4]([NH:5]1)=[CH:3][CH:2]=2.[Zn:25]. The yield is 0.730. (2) The reactants are [C:1]([SiH2:5][O:6][C:7]([CH3:18])([CH3:17])[C:8]1[CH:9]=[C:10]([CH:13]=[CH:14][C:15]=1[Cl:16])[CH:11]=O)([CH3:4])([CH3:3])[CH3:2].[CH:19]1([NH2:22])[CH2:21][CH2:20]1.[BH4-].[Na+].CCN(C(C)C)C(C)C.[CH3:34][C:35]([O:38][C:39](O[C:39]([O:38][C:35]([CH3:37])([CH3:36])[CH3:34])=[O:40])=[O:40])([CH3:37])[CH3:36]. The product is [C:35]([O:38][C:39](=[O:40])[N:22]([CH2:11][C:10]1[CH:13]=[CH:14][C:15]([Cl:16])=[C:8]([C:7]([CH3:18])([CH3:17])[O:6][SiH2:5][C:1]([CH3:4])([CH3:3])[CH3:2])[CH:9]=1)[CH:19]1[CH2:21][CH2:20]1)([CH3:37])([CH3:36])[CH3:34]. The yield is 0.780. The catalyst is CO.C(Cl)Cl.O. (3) The reactants are C([O:3][C:4](=O)[CH2:5][O:6][C:7]1[CH:12]=[CH:11][C:10]([C:13]#[C:14][C:15]2[CH:20]=[CH:19][CH:18]=[C:17]([F:21])[CH:16]=2)=[CH:9][C:8]=1[N+:22]([O-])=O)C.O1C2C=CC=CC=2CC(=O)N1.NC1C=CC=CC=1. The catalyst is C(OCC)(=O)C.[Pd]. The product is [F:21][C:17]1[CH:16]=[C:15]([CH2:14][CH2:13][C:10]2[CH:11]=[CH:12][C:7]3[O:6][CH2:5][C:4](=[O:3])[NH:22][C:8]=3[CH:9]=2)[CH:20]=[CH:19][CH:18]=1. The yield is 0.850. (4) The reactants are Cl[C:2]1[C:3]2[N:4]([C:8]([C:20]3[CH:25]=[CH:24][N:23]=[C:22]([NH:26][CH:27]4[CH2:31][CH2:30][CH2:29][CH2:28]4)[N:21]=3)=[C:9]([C:11]3[CH:16]=[CH:15][CH:14]=[C:13]([N+:17]([O-:19])=[O:18])[CH:12]=3)[N:10]=2)[CH:5]=[CH:6][CH:7]=1.[NH:32]1[CH2:37][CH2:36][O:35][CH2:34][CH2:33]1. No catalyst specified. The product is [CH:27]1([NH:26][C:22]2[N:21]=[C:20]([C:8]3[N:4]4[CH:5]=[CH:6][CH:7]=[C:2]([N:32]5[CH2:37][CH2:36][O:35][CH2:34][CH2:33]5)[C:3]4=[N:10][C:9]=3[C:11]3[CH:16]=[CH:15][CH:14]=[C:13]([N+:17]([O-:19])=[O:18])[CH:12]=3)[CH:25]=[CH:24][N:23]=2)[CH2:28][CH2:29][CH2:30][CH2:31]1. The yield is 0.0600. (5) The reactants are I[C:2]1[CH:3]=[CH:4][CH:5]=[C:6]2[C:10]=1[C:9](=[O:11])[NH:8][CH2:7]2.C(N(CC)CC)C.C1(P(C2C=CC=CC=2)C2C=CC=CC=2)C=CC=CC=1.[CH3:38][Si:39]([C:42]#[CH:43])([CH3:41])[CH3:40]. The catalyst is CN(C=O)C.[Cu]I. The product is [CH3:38][Si:39]([C:42]#[C:43][C:2]1[CH:3]=[CH:4][CH:5]=[C:6]2[C:10]=1[C:9](=[O:11])[NH:8][CH2:7]2)([CH3:41])[CH3:40]. The yield is 0.490. (6) The reactants are COC(C1C=C(O)C2C(=C(OCC3C=CC=CC=3)C=CC=2)N=1)=O.C[O:25][C:26]([C:28]1[CH:37]=[C:36]([NH:38][S:39]([C:42]2[CH:47]=[CH:46][C:45]([CH3:48])=[CH:44][CH:43]=2)(=[O:41])=[O:40])[C:35]2[C:30](=[C:31]([OH:49])[CH:32]=[CH:33][CH:34]=2)[N:29]=1)=[O:27]. No catalyst specified. The product is [OH:49][C:31]1[CH:32]=[CH:33][CH:34]=[C:35]2[C:30]=1[N:29]=[C:28]([C:26]([OH:27])=[O:25])[CH:37]=[C:36]2[NH:38][S:39]([C:42]1[CH:47]=[CH:46][C:45]([CH3:48])=[CH:44][CH:43]=1)(=[O:41])=[O:40]. The yield is 0.620. (7) The reactants are Cl[C:2]1[N:3]=[CH:4][C:5]2[CH:10]=[C:9]([C:11]([N:13]([CH3:15])[CH3:14])=[O:12])[N:8]([CH:16]3[CH2:20][CH2:19][CH2:18][CH2:17]3)[C:6]=2[N:7]=1.[NH2:21][C:22]1[N:27]=[CH:26][C:25]([N:28]2[CH2:32][C:31]3([CH2:37][CH2:36][N:35]([C:38]([O:40][C:41]([CH3:44])([CH3:43])[CH3:42])=[O:39])[CH2:34][CH2:33]3)[O:30][C:29]2=[O:45])=[CH:24][CH:23]=1. No catalyst specified. The product is [CH:16]1([N:8]2[C:6]3[N:7]=[C:2]([NH:21][C:22]4[N:27]=[CH:26][C:25]([N:28]5[CH2:32][C:31]6([CH2:37][CH2:36][N:35]([C:38]([O:40][C:41]([CH3:43])([CH3:42])[CH3:44])=[O:39])[CH2:34][CH2:33]6)[O:30][C:29]5=[O:45])=[CH:24][CH:23]=4)[N:3]=[CH:4][C:5]=3[CH:10]=[C:9]2[C:11](=[O:12])[N:13]([CH3:15])[CH3:14])[CH2:20][CH2:19][CH2:18][CH2:17]1. The yield is 0.620. (8) The reactants are [F:1][C:2]([F:19])([C:13]1[CH:18]=[CH:17][CH:16]=[CH:15][CH:14]=1)[C:3]1[O:7][N:6]=[C:5]([C:8]([O:10]CC)=[O:9])[CH:4]=1.O.[OH-].[Li+].Cl.O1CCOCC1. The catalyst is C1COCC1. The product is [F:19][C:2]([F:1])([C:13]1[CH:14]=[CH:15][CH:16]=[CH:17][CH:18]=1)[C:3]1[O:7][N:6]=[C:5]([C:8]([OH:10])=[O:9])[CH:4]=1. The yield is 1.00. (9) The reactants are Br[C:2]1[CH:7]=[CH:6][C:5]([CH:8]([CH3:15])[CH2:9][NH:10][S:11]([CH3:14])(=[O:13])=[O:12])=[CH:4][CH:3]=1.[F:16][C:17]1[CH:18]=[C:19](B(O)O)[CH:20]=[CH:21][CH:22]=1.C(=O)([O-])[O-].[K+].[K+]. The catalyst is C1(C)C=CC=CC=1.C(OCC)(=O)C.Cl[Pd](Cl)([P](C1C=CC=CC=1)(C1C=CC=CC=1)C1C=CC=CC=1)[P](C1C=CC=CC=1)(C1C=CC=CC=1)C1C=CC=CC=1. The product is [F:16][C:17]1[CH:22]=[C:21]([C:2]2[CH:7]=[CH:6][C:5]([CH:8]([CH3:15])[CH2:9][NH:10][S:11]([CH3:14])(=[O:13])=[O:12])=[CH:4][CH:3]=2)[CH:20]=[CH:19][CH:18]=1. The yield is 0.0900.